From a dataset of Forward reaction prediction with 1.9M reactions from USPTO patents (1976-2016). Predict the product of the given reaction. Given the reactants [OH-].[Na+].[C:3]([C:5]1[CH:6]=[C:7]([C:15]2[O:19][N:18]=[C:17]([C:20]3[C:21]([CH3:33])=[C:22]([CH2:26][CH2:27][C:28]([O:30]CC)=[O:29])[CH:23]=[CH:24][CH:25]=3)[N:16]=2)[CH:8]=[CH:9][C:10]=1[O:11][CH:12]([CH3:14])[CH3:13])#[N:4].Cl, predict the reaction product. The product is: [C:3]([C:5]1[CH:6]=[C:7]([C:15]2[O:19][N:18]=[C:17]([C:20]3[C:21]([CH3:33])=[C:22]([CH2:26][CH2:27][C:28]([OH:30])=[O:29])[CH:23]=[CH:24][CH:25]=3)[N:16]=2)[CH:8]=[CH:9][C:10]=1[O:11][CH:12]([CH3:14])[CH3:13])#[N:4].